Dataset: Forward reaction prediction with 1.9M reactions from USPTO patents (1976-2016). Task: Predict the product of the given reaction. (1) Given the reactants [CH3:1][S:2]([N:5]1[CH2:9][C@H:8]([S:10][CH2:11][C:12]2[CH:17]=[CH:16][C:15]([O:18][CH3:19])=[CH:14][CH:13]=2)[CH2:7][C@H:6]1[C:20]([OH:22])=[O:21])(=[O:4])=[O:3].[Li+].CC([N-]C(C)C)C.[CH2:31](Br)[C:32]1[CH:37]=[CH:36][CH:35]=[CH:34][CH:33]=1.OS([O-])(=O)=O.[K+].CCOC(C)=O, predict the reaction product. The product is: [CH3:19][O:18][C:15]1[CH:16]=[CH:17][C:12]([CH2:11][S:10][C@H:8]2[CH2:9][N:5]([S:2]([CH2:1][CH2:31][C:32]3[CH:37]=[CH:36][CH:35]=[CH:34][CH:33]=3)(=[O:3])=[O:4])[C@H:6]([C:20]([OH:22])=[O:21])[CH2:7]2)=[CH:13][CH:14]=1. (2) The product is: [CH3:1][O:2][C:3](=[O:18])[C:4]1[CH:9]=[CH:8][C:7]([NH:10][CH:11]2[CH2:14][CH2:13][CH2:12]2)=[C:6]([NH2:15])[CH:5]=1. Given the reactants [CH3:1][O:2][C:3](=[O:18])[C:4]1[CH:9]=[CH:8][C:7]([NH:10][CH:11]2[CH2:14][CH2:13][CH2:12]2)=[C:6]([N+:15]([O-])=O)[CH:5]=1, predict the reaction product. (3) Given the reactants [NH2:1][C:2]1[C:6]([C:7]([O:9][C:10]([CH3:13])([CH3:12])[CH3:11])=[O:8])=[CH:5][NH:4][N:3]=1.C[O:15][CH:16](OC)[CH:17]([CH3:22])[C:18](OC)=O.C(=O)([O-])[O-].[Cs+].[Cs+].C(O)(=O)C, predict the reaction product. The product is: [OH:15][C:16]1[C:17]([CH3:22])=[CH:18][N:3]2[N:4]=[CH:5][C:6]([C:7]([O:9][C:10]([CH3:13])([CH3:12])[CH3:11])=[O:8])=[C:2]2[N:1]=1. (4) Given the reactants Cl[C:2]1[C:11]2[C:6](=[CH:7][CH:8]=[C:9]([C:12]3[CH:17]=[CH:16][CH:15]=[C:14]([O:18][CH3:19])[CH:13]=3)[CH:10]=2)[N:5]=[C:4]([C:20]2[CH:21]=[N:22][CH:23]=[CH:24][CH:25]=2)[N:3]=1.[Cl:26][C:27]1[CH:28]=[C:29]([CH:34]2[CH2:38][NH:37][C:36](=[O:39])[CH2:35]2)[CH:30]=[CH:31][C:32]=1[Cl:33].C([O-])([O-])=O.[Cs+].[Cs+].CC1(C)C2C(=C(P(C3C=CC=CC=3)C3C=CC=CC=3)C=CC=2)OC2C(P(C3C=CC=CC=3)C3C=CC=CC=3)=CC=CC1=2, predict the reaction product. The product is: [Cl:26][C:27]1[CH:28]=[C:29]([CH:34]2[CH2:38][N:37]([C:2]3[C:11]4[C:6](=[CH:7][CH:8]=[C:9]([C:12]5[CH:17]=[CH:16][CH:15]=[C:14]([O:18][CH3:19])[CH:13]=5)[CH:10]=4)[N:5]=[C:4]([C:20]4[CH:21]=[N:22][CH:23]=[CH:24][CH:25]=4)[N:3]=3)[C:36](=[O:39])[CH2:35]2)[CH:30]=[CH:31][C:32]=1[Cl:33]. (5) Given the reactants Br[C:2]1[CH:7]=[CH:6][C:5]([N:8]2[C:12]([C:13]3[CH:18]=[CH:17][C:16]([O:19][CH3:20])=[C:15]([O:21][C@@H:22]4[CH2:26][CH2:25][O:24][CH2:23]4)[CH:14]=3)=[CH:11][CH:10]=[N:9]2)=[CH:4][CH:3]=1.C(=O)([O-])[O-].[Na+].[Na+].COCCOC.[CH3:39][O:40][C:41]1[CH:46]=[CH:45][C:44](B(O)O)=[CH:43][N:42]=1, predict the reaction product. The product is: [CH3:39][O:40][C:41]1[CH:46]=[CH:45][C:44]([C:2]2[CH:7]=[CH:6][C:5]([N:8]3[C:12]([C:13]4[CH:18]=[CH:17][C:16]([O:19][CH3:20])=[C:15]([O:21][C@@H:22]5[CH2:26][CH2:25][O:24][CH2:23]5)[CH:14]=4)=[CH:11][CH:10]=[N:9]3)=[CH:4][CH:3]=2)=[CH:43][N:42]=1. (6) Given the reactants Cl[C:2]1[C:7]([N+:8]([O-:10])=[O:9])=[C:6]([NH2:11])[CH:5]=[C:4]([Cl:12])[N:3]=1.[N:13]1[C:22]2[C:17](=[CH:18][C:19]([CH2:23][NH2:24])=[CH:20][CH:21]=2)[CH:16]=[CH:15][CH:14]=1.CCN(CC)CC, predict the reaction product. The product is: [Cl:12][C:4]1[N:3]=[C:2]([NH:24][CH2:23][C:19]2[CH:18]=[C:17]3[C:22](=[CH:21][CH:20]=2)[N:13]=[CH:14][CH:15]=[CH:16]3)[C:7]([N+:8]([O-:10])=[O:9])=[C:6]([NH2:11])[CH:5]=1.